This data is from Peptide-MHC class II binding affinity with 134,281 pairs from IEDB. The task is: Regression. Given a peptide amino acid sequence and an MHC pseudo amino acid sequence, predict their binding affinity value. This is MHC class II binding data. (1) The peptide sequence is KYMVIQGEPGAVIRG. The MHC is DRB1_0101 with pseudo-sequence DRB1_0101. The binding affinity (normalized) is 0.941. (2) The peptide sequence is MFFSTMKRPSREKQD. The MHC is DRB3_0202 with pseudo-sequence DRB3_0202. The binding affinity (normalized) is 0.0374. (3) The peptide sequence is PPGRPRRPVRSPRRD. The MHC is H-2-IAd with pseudo-sequence H-2-IAd. The binding affinity (normalized) is 0.371. (4) The peptide sequence is WCCRSCTMPPVSFHG. The MHC is DRB1_0701 with pseudo-sequence DRB1_0701. The binding affinity (normalized) is 0.466. (5) The peptide sequence is SDDELPYIDPNMEPV. The MHC is HLA-DPA10201-DPB11401 with pseudo-sequence HLA-DPA10201-DPB11401. The binding affinity (normalized) is 0. (6) The peptide sequence is PTSENNAHHVCWLEA. The MHC is DRB3_0301 with pseudo-sequence DRB3_0301. The binding affinity (normalized) is 0.470.